From a dataset of Catalyst prediction with 721,799 reactions and 888 catalyst types from USPTO. Predict which catalyst facilitates the given reaction. (1) Product: [CH2:1]([O:3][C:4]([C:6]1[C:7](=[O:27])[C:8]2[CH:13]=[N:12][C:11]([S:39]([CH3:29])(=[O:43])=[O:41])=[N:10][C:9]=2[N:16]([C:18]2[CH:19]=[C:20]3[C:24](=[CH:25][CH:26]=2)[CH2:23][CH2:22][CH2:21]3)[CH:17]=1)=[O:5])[CH3:2]. The catalyst class is: 2. Reactant: [CH2:1]([O:3][C:4]([C:6]1[C:7](=[O:27])[C:8]2[CH:13]=[N:12][C:11](SC)=[N:10][C:9]=2[N:16]([C:18]2[CH:19]=[C:20]3[C:24](=[CH:25][CH:26]=2)[CH2:23][CH2:22][CH2:21]3)[CH:17]=1)=[O:5])[CH3:2].Cl[C:29]1C=C(C=CC=1)C(OO)=O.[S:39]([O-:43])([O-])(=[O:41])=S.[Na+].[Na+].C(=O)(O)[O-].[Na+]. (2) Reactant: [H-].[Na+].[CH2:3]([O:6][NH:7][C:8](=[O:14])[O:9][C:10]([CH3:13])([CH3:12])[CH3:11])[CH:4]=[CH2:5].I[CH3:16]. Product: [CH2:3]([O:6][N:7]([CH3:16])[C:8](=[O:14])[O:9][C:10]([CH3:13])([CH3:12])[CH3:11])[CH:4]=[CH2:5]. The catalyst class is: 30. (3) Product: [CH:1]1([S:4][C:5]2[CH:10]=[CH:9][CH:8]=[CH:7][C:6]=2[CH:11]2[CH:15]([C:16]([O:18][CH2:19][CH3:20])=[O:17])[CH2:14][CH2:13][N:12]2[C:28]([O:30][C:31]([CH3:34])([CH3:33])[CH3:32])=[O:29])[CH2:2][CH2:3]1. The catalyst class is: 2. Reactant: [CH:1]1([S:4][C:5]2[CH:10]=[CH:9][CH:8]=[CH:7][C:6]=2[CH:11]2[CH:15]([C:16]([O:18][CH2:19][CH3:20])=[O:17])[CH2:14][CH2:13][NH:12]2)[CH2:3][CH2:2]1.CCN(CC)CC.[C:28](O[C:28]([O:30][C:31]([CH3:34])([CH3:33])[CH3:32])=[O:29])([O:30][C:31]([CH3:34])([CH3:33])[CH3:32])=[O:29].